This data is from Forward reaction prediction with 1.9M reactions from USPTO patents (1976-2016). The task is: Predict the product of the given reaction. (1) Given the reactants [F:1][C:2]1[CH:7]=[CH:6][C:5]([CH3:8])=[C:4]([N+:9]([O-:11])=[O:10])[CH:3]=1.[H-].[Na+].[C:14](OCC)(=[O:20])[C:15]([O:17][CH2:18][CH3:19])=[O:16].O, predict the reaction product. The product is: [F:1][C:2]1[CH:7]=[CH:6][C:5]([CH2:8][C:14](=[O:20])[C:15]([O:17][CH2:18][CH3:19])=[O:16])=[C:4]([N+:9]([O-:11])=[O:10])[CH:3]=1. (2) Given the reactants [O:1]([C:8]1[CH:13]=[CH:12][CH:11]=[CH:10][C:9]=1[NH:14][S:15]([C:18]1[CH:26]=[CH:25][C:21]([C:22](O)=[O:23])=[CH:20][CH:19]=1)(=[O:17])=[O:16])[C:2]1[CH:7]=[CH:6][CH:5]=[CH:4][CH:3]=1.[CH3:27][O:28][C:29](=[O:34])[C@H:30]([NH2:33])[CH2:31][OH:32], predict the reaction product. The product is: [CH3:27][O:28][C:29](=[O:34])[C@H:30]([NH:33][C:22](=[O:23])[C:21]1[CH:20]=[CH:19][C:18]([S:15](=[O:16])(=[O:17])[NH:14][C:9]2[CH:10]=[CH:11][CH:12]=[CH:13][C:8]=2[O:1][C:2]2[CH:7]=[CH:6][CH:5]=[CH:4][CH:3]=2)=[CH:26][CH:25]=1)[CH2:31][OH:32]. (3) Given the reactants [F:1][C:2]([F:6])([F:5])[CH2:3][OH:4].[Br:7][C:8]1[CH:9]=[N:10][CH:11]=[C:12](Br)[CH:13]=1, predict the reaction product. The product is: [Br:7][C:8]1[CH:9]=[N:10][CH:11]=[C:12]([O:4][CH2:3][C:2]([F:6])([F:5])[F:1])[CH:13]=1. (4) Given the reactants Br[C:2]1[CH:8]=[C:7]([N+:9]([O-:11])=[O:10])[C:5]([NH2:6])=[C:4]([N+:12]([O-:14])=[O:13])[CH:3]=1.[N:15]1[CH:20]=[CH:19][CH:18]=[C:17](B(O)O)[CH:16]=1, predict the reaction product. The product is: [N+:9]([C:7]1[CH:8]=[C:2]([C:17]2[CH:16]=[N:15][CH:20]=[CH:19][CH:18]=2)[CH:3]=[C:4]([N+:12]([O-:14])=[O:13])[C:5]=1[NH2:6])([O-:11])=[O:10]. (5) Given the reactants [N+:1]([C:4]1[CH:5]=[C:6]([CH:13]=[CH:14][CH:15]=1)[O:7][CH2:8][C:9]([O:11][CH3:12])=[O:10])([O-])=O, predict the reaction product. The product is: [NH2:1][C:4]1[CH:5]=[C:6]([CH:13]=[CH:14][CH:15]=1)[O:7][CH2:8][C:9]([O:11][CH3:12])=[O:10]. (6) Given the reactants [CH2:1]([O:3][C:4]([C:6]1[N:7]([C:25]2[CH:30]=[CH:29][C:28]([O:31][CH:32]([CH3:34])[CH3:33])=[CH:27][CH:26]=2)[C:8]2[C:13]([C:14]=1[CH3:15])=[CH:12][C:11](B1OC(C)(C)C(C)(C)O1)=[CH:10][CH:9]=2)=[O:5])[CH3:2].Br[C:36]1[CH:41]=[CH:40][C:39]([C:42]([F:45])([F:44])[F:43])=[CH:38][N:37]=1, predict the reaction product. The product is: [CH2:1]([O:3][C:4]([C:6]1[N:7]([C:25]2[CH:26]=[CH:27][C:28]([O:31][CH:32]([CH3:33])[CH3:34])=[CH:29][CH:30]=2)[C:8]2[C:13]([C:14]=1[CH3:15])=[CH:12][C:11]([C:36]1[CH:41]=[CH:40][C:39]([C:42]([F:45])([F:44])[F:43])=[CH:38][N:37]=1)=[CH:10][CH:9]=2)=[O:5])[CH3:2]. (7) Given the reactants [CH:1]1([C:4](=O)[CH2:5][C:6]#[N:7])[CH2:3][CH2:2]1.[CH3:9][NH:10][NH2:11], predict the reaction product. The product is: [CH:1]1([C:4]2[CH:5]=[C:6]([NH2:7])[N:10]([CH3:9])[N:11]=2)[CH2:3][CH2:2]1. (8) Given the reactants [Cl:1][C:2]1[CH:3]=[C:4]([C:9](=[O:13])[CH2:10][C:11]#[N:12])[CH:5]=[CH:6][C:7]=1[F:8].[Cl:14][C:15]1[CH:20]=[CH:19][C:18]([SH:21])=[CH:17][CH:16]=1, predict the reaction product. The product is: [ClH:1].[Cl:1][C:2]1[CH:3]=[C:4]([C:9](=[O:13])[CH2:10][C:11]([S:21][C:18]2[CH:19]=[CH:20][C:15]([Cl:14])=[CH:16][CH:17]=2)=[NH:12])[CH:5]=[CH:6][C:7]=1[F:8]. (9) Given the reactants [CH2:1]([O:3][C:4]([CH2:6][CH:7]([CH2:11][CH:12]([CH3:14])[CH3:13])[C:8]([OH:10])=O)=[O:5])[CH3:2].[S:15]1[CH:19]=[CH:18][CH:17]=[C:16]1[C:20]1[S:24][C:23]([CH2:25][NH2:26])=[CH:22][CH:21]=1.C1C=CC2N(O)N=NC=2C=1.C(Cl)CCl.CN1CCOCC1, predict the reaction product. The product is: [CH3:13][CH:12]([CH3:14])[CH2:11][CH:7]([C:8](=[O:10])[NH:26][CH2:25][C:23]1[S:24][C:20]([C:16]2[S:15][CH:19]=[CH:18][CH:17]=2)=[CH:21][CH:22]=1)[CH2:6][C:4]([O:3][CH2:1][CH3:2])=[O:5]. (10) Given the reactants [CH3:1][O:2][C:3]([C:5]([O:7][CH3:8])=[CH2:6])=[CH2:4].CC(O[Na])=O.C(=O)=O.CC(C)=O.[Se:21](Cl)Cl, predict the reaction product. The product is: [CH3:1][O:2][C:3]1[C:5]([O:7][CH3:8])=[CH:6][Se:21][CH:4]=1.